This data is from Forward reaction prediction with 1.9M reactions from USPTO patents (1976-2016). The task is: Predict the product of the given reaction. (1) Given the reactants Br[CH2:2][C:3]1[CH:12]=[CH:11][C:10]2[C:9]([C:13]([O:15][CH2:16][CH3:17])=[O:14])=[CH:8][CH:7]=[CH:6][C:5]=2[N:4]=1.[P:18]([O:25]CC)([O:22][CH2:23][CH3:24])[O:19][CH2:20][CH3:21], predict the reaction product. The product is: [CH2:16]([O:15][C:13]([C:9]1[C:10]2[CH:11]=[CH:12][C:3]([CH2:2][P:18]([O:22][CH2:23][CH3:24])([O:19][CH2:20][CH3:21])=[O:25])=[N:4][C:5]=2[CH:6]=[CH:7][CH:8]=1)=[O:14])[CH3:17]. (2) Given the reactants [C:1]([Si:5]([O:8][CH2:9][CH2:10][CH2:11][CH2:12][CH2:13][CH2:14]Cl)([CH3:7])[CH3:6])([CH3:4])([CH3:3])[CH3:2].[Na+].[I-:17], predict the reaction product. The product is: [C:1]([Si:5]([O:8][CH2:9][CH2:10][CH2:11][CH2:12][CH2:13][CH2:14][I:17])([CH3:7])[CH3:6])([CH3:4])([CH3:3])[CH3:2]. (3) Given the reactants [CH3:1][N:2]([CH2:10][CH:11]=[O:12])[C:3](=[O:9])[O:4][C:5]([CH3:8])([CH3:7])[CH3:6].[C:13]([O:17][CH3:18])(=[O:16])[CH:14]=[CH2:15].N12CCN(CC1)CC2, predict the reaction product. The product is: [C:5]([O:4][C:3]([N:2]([CH3:1])[CH2:10][CH:11]([OH:12])[C:14](=[CH2:15])[C:13]([O:17][CH3:18])=[O:16])=[O:9])([CH3:8])([CH3:6])[CH3:7]. (4) Given the reactants [F:1][C:2]1[CH:3]=[C:4]([N+:9]([O-:11])=[O:10])[CH:5]=[CH:6][C:7]=1F.C(N(CC)CC)C.[NH:19]1[CH2:24][CH2:23][S:22][CH2:21][CH2:20]1, predict the reaction product. The product is: [F:1][C:2]1[CH:3]=[C:4]([N+:9]([O-:11])=[O:10])[CH:5]=[CH:6][C:7]=1[N:19]1[CH2:24][CH2:23][S:22][CH2:21][CH2:20]1. (5) Given the reactants Cl.Cl.[NH2:3][CH2:4][CH2:5][N:6]1[C:14]2[C:13]([NH:15][C:16]3[CH:21]=[CH:20][C:19]([O:22][C:23]4[C:28]5[CH:29]=[N:30][O:31][C:27]=5[CH:26]=[CH:25][CH:24]=4)=[C:18]([Cl:32])[CH:17]=3)=[N:12][CH:11]=[N:10][C:9]=2[CH:8]=[CH:7]1.[C:33](OCC)(=[O:35])[CH3:34].C(OC(=O)C)(=O)C.C(=O)([O-])O.[Na+], predict the reaction product. The product is: [ClH:32].[O:31]1[C:27]2[CH:26]=[CH:25][CH:24]=[C:23]([O:22][C:19]3[CH:20]=[CH:21][C:16]([NH:15][C:13]4[C:14]5[N:6]([CH2:5][CH2:4][NH:3][C:33](=[O:35])[CH3:34])[CH:7]=[CH:8][C:9]=5[N:10]=[CH:11][N:12]=4)=[CH:17][C:18]=3[Cl:32])[C:28]=2[CH:29]=[N:30]1. (6) Given the reactants [C-:1]#[N:2].[K+].CS(O[C@@H:9]([CH2:11][C@H:12](OS(C)(=O)=O)[CH3:13])[CH3:10])(=O)=O.[C:19](#[N:21])C, predict the reaction product. The product is: [CH3:10][C@@H:9]([CH2:11][C@H:12]([CH3:13])[C:19]#[N:21])[C:1]#[N:2].